The task is: Predict the reactants needed to synthesize the given product.. This data is from Full USPTO retrosynthesis dataset with 1.9M reactions from patents (1976-2016). (1) The reactants are: [Cl:1][CH:2]1[CH2:7][CH2:6][N:5](C(OCC2C=CC=CC=2)=O)[CH2:4][CH:3]1[NH:18][P:19]([O:24][CH2:25][CH3:26])([O:21][CH2:22][CH3:23])=[O:20]. Given the product [Cl:1][CH:2]1[CH2:7][CH2:6][NH:5][CH2:4][CH:3]1[NH:18][P:19](=[O:20])([O:24][CH2:25][CH3:26])[O:21][CH2:22][CH3:23], predict the reactants needed to synthesize it. (2) Given the product [CH2:1]([N:7]1[CH2:12][CH:11]2[CH:9]([C:10]2([C:14]2[CH:15]=[C:16]([NH:20][S:29]([CH2:27][CH3:28])(=[O:31])=[O:30])[CH:17]=[CH:18][CH:19]=2)[CH3:13])[CH2:8]1)[CH2:2][CH2:3][CH2:4][CH2:5][CH3:6], predict the reactants needed to synthesize it. The reactants are: [CH2:1]([N:7]1[CH2:12][CH:11]2[CH:9]([C:10]2([C:14]2[CH:15]=[C:16]([NH2:20])[CH:17]=[CH:18][CH:19]=2)[CH3:13])[CH2:8]1)[CH2:2][CH2:3][CH2:4][CH2:5][CH3:6].N1C=CC=CC=1.[CH2:27]([S:29](Cl)(=[O:31])=[O:30])[CH3:28]. (3) The reactants are: C1C2C(=CC=CC=2)C=NN=1.[C:11]1(=O)[O:16][C:14](=[O:15])[C:13]2=[CH:17][CH:18]=[CH:19][CH:20]=[C:12]12.[CH3:22][N:23]([CH3:25])[NH2:24]. Given the product [CH3:22][N:23]([CH3:25])[N:24]1[C:14](=[O:15])[C:13]2[C:12](=[CH:20][CH:19]=[CH:18][CH:17]=2)[C:11]1=[O:16], predict the reactants needed to synthesize it. (4) Given the product [CH:1]1([CH2:6][CH:7]([C:11]2[CH:16]=[CH:15][C:14]([S:17]([CH2:20][O:21][CH2:22][CH3:23])(=[O:18])=[O:19])=[CH:13][CH:12]=2)[C:8]([NH:58][C:56]2[S:55][C:53]3[C:52]([N:57]=2)=[CH:51][CH:50]=[C:49]([O:48][CH3:47])[N:54]=3)=[O:10])[CH2:2][CH2:3][CH2:4][CH2:5]1, predict the reactants needed to synthesize it. The reactants are: [CH:1]1([CH2:6][CH:7]([C:11]2[CH:16]=[CH:15][C:14]([S:17]([CH2:20][O:21][CH2:22][CH3:23])(=[O:19])=[O:18])=[CH:13][CH:12]=2)[C:8]([OH:10])=O)[CH2:5][CH2:4][CH2:3][CH2:2]1.C1C=CC2N(O)N=NC=2C=1.CCN=C=NCCCN(C)C.Cl.Cl.[CH3:47][O:48][C:49]1[N:54]=[C:53]2[S:55][C:56]([NH2:58])=[N:57][C:52]2=[CH:51][CH:50]=1.CCN(C(C)C)C(C)C.C(=O)(O)[O-].[Na+].